Dataset: Peptide-MHC class I binding affinity with 185,985 pairs from IEDB/IMGT. Task: Regression. Given a peptide amino acid sequence and an MHC pseudo amino acid sequence, predict their binding affinity value. This is MHC class I binding data. (1) The peptide sequence is SLRCGACIRR. The MHC is HLA-A03:01 with pseudo-sequence HLA-A03:01. The binding affinity (normalized) is 0.484. (2) The peptide sequence is MPAYIRNTL. The MHC is HLA-B08:02 with pseudo-sequence HLA-B08:02. The binding affinity (normalized) is 0.332. (3) The peptide sequence is TFEFTSFFY. The MHC is HLA-A24:02 with pseudo-sequence HLA-A24:02. The binding affinity (normalized) is 0.175. (4) The peptide sequence is LPCRIKQII. The MHC is HLA-A31:01 with pseudo-sequence HLA-A31:01. The binding affinity (normalized) is 0.192.